Dataset: Catalyst prediction with 721,799 reactions and 888 catalyst types from USPTO. Task: Predict which catalyst facilitates the given reaction. Reactant: [CH3:1][N:2]1[CH:6]=[CH:5][C:4]([C:7]([OH:9])=[O:8])=[N:3]1.[B-](F)(F)(F)[F:11].[B-](F)(F)(F)F.C1[N+]2(CCl)CC[N+](F)(CC2)C1. Product: [F:11][C:5]1[C:4]([C:7]([OH:9])=[O:8])=[N:3][N:2]([CH3:1])[CH:6]=1. The catalyst class is: 10.